The task is: Predict the product of the given reaction.. This data is from Forward reaction prediction with 1.9M reactions from USPTO patents (1976-2016). Given the reactants [CH2:1]([C:4]1[CH:9]=[CH:8][C:7]([OH:10])=[CH:6][CH:5]=1)[CH2:2][CH3:3].Br[CH2:12][C:13]([O:15][C:16]([CH3:19])([CH3:18])[CH3:17])=[O:14].C(=O)([O-])[O-].[K+].[K+], predict the reaction product. The product is: [CH2:1]([C:4]1[CH:9]=[CH:8][C:7]([O:10][CH2:12][C:13]([O:15][C:16]([CH3:19])([CH3:18])[CH3:17])=[O:14])=[CH:6][CH:5]=1)[CH2:2][CH3:3].